Dataset: Full USPTO retrosynthesis dataset with 1.9M reactions from patents (1976-2016). Task: Predict the reactants needed to synthesize the given product. (1) Given the product [Cl:1][C:2]1[CH:3]=[C:4]([C@@:9]2([C:10]#[N:11])[CH2:12][CH:14]2[CH2:15][OH:16])[CH:5]=[CH:6][C:7]=1[Cl:8], predict the reactants needed to synthesize it. The reactants are: [Cl:1][C:2]1[CH:3]=[C:4]([CH2:9][C:10]#[N:11])[CH:5]=[CH:6][C:7]=1[Cl:8].[CH2:12]([CH:14]1[O:16][CH2:15]1)Cl.ClCCl.CCCCCC. (2) Given the product [NH2:18][C:13]1[CH:14]=[CH:15][CH:16]=[CH:17][C:12]=1[CH2:11][NH:10][CH:2]1[CH2:7][CH2:6][C:5](=[O:8])[NH:4][C:3]1=[O:9], predict the reactants needed to synthesize it. The reactants are: Br[CH:2]1[CH2:7][CH2:6][C:5](=[O:8])[NH:4][C:3]1=[O:9].[NH2:10][CH2:11][C:12]1[CH:17]=[CH:16][CH:15]=[CH:14][C:13]=1[NH2:18].C(N(CC)CC)C. (3) Given the product [Br:1][C:2]1[CH:3]=[N:4][S:5][C:6]=1[NH:7][C@H:8]([C:13]([OH:15])=[O:14])[CH2:9][CH:10]([CH3:12])[CH3:11], predict the reactants needed to synthesize it. The reactants are: [Br:1][C:2]1[CH:3]=[N:4][S:5][C:6]=1[NH:7][C@H:8]([C:13]([O:15]C)=[O:14])[CH2:9][CH:10]([CH3:12])[CH3:11].[OH-].[Li+].Cl. (4) Given the product [Cl:8][C:5]1[N:4]=[CH:3][C:2]([S:10][CH3:9])=[CH:7][N:6]=1, predict the reactants needed to synthesize it. The reactants are: Br[C:2]1[CH:3]=[N:4][C:5]([Cl:8])=[N:6][CH:7]=1.[CH3:9][S:10]SC.C([Li])CCC.CCCCCC.[Cl-].[NH4+]. (5) Given the product [CH3:1][O:2][C:3]1[CH:4]=[CH:5][C:6]([C:9]2[CH:14]=[CH:13][C:12]([CH2:15][C:16]([OH:18])=[O:17])=[C:11]([N+:24]([O-:26])=[O:25])[CH:10]=2)=[CH:7][CH:8]=1, predict the reactants needed to synthesize it. The reactants are: [CH3:1][O:2][C:3]1[CH:8]=[CH:7][C:6]([C:9]2[CH:14]=[CH:13][C:12]([CH:15](C(OC)=O)[C:16]([O:18]C)=[O:17])=[C:11]([N+:24]([O-:26])=[O:25])[CH:10]=2)=[CH:5][CH:4]=1. (6) Given the product [CH2:9]([O:16][C:17]1[CH:18]=[CH:19][C:20]([O:26][CH:27]([CH3:29])[CH3:28])=[C:21]([C:22]2[NH:8][C:2]3=[N:1][CH:6]=[CH:5][CH:4]=[C:3]3[N:7]=2)[CH:25]=1)[C:10]1[CH:11]=[CH:12][CH:13]=[CH:14][CH:15]=1, predict the reactants needed to synthesize it. The reactants are: [N:1]1[CH:6]=[CH:5][CH:4]=[C:3]([NH2:7])[C:2]=1[NH2:8].[CH2:9]([O:16][C:17]1[CH:18]=[CH:19][C:20]([O:26][CH:27]([CH3:29])[CH3:28])=[C:21]([CH:25]=1)[C:22](O)=O)[C:10]1[CH:15]=[CH:14][CH:13]=[CH:12][CH:11]=1.O.ON1C2C=CC=CC=2N=N1.Cl.C(N=C=NCCCN(C)C)C. (7) Given the product [I:38][C:25]1[C:24]([O:23][CH3:22])=[CH:29][CH:28]=[C:27]([O:30][CH3:31])[C:26]=1[C:6]1[C:5]([CH:2]([CH3:4])[CH3:3])=[CH:10][C:9]([CH:11]([CH3:13])[CH3:12])=[CH:8][C:7]=1[CH:14]([CH3:16])[CH3:15], predict the reactants needed to synthesize it. The reactants are: [Mg].[CH:2]([C:5]1[CH:10]=[C:9]([CH:11]([CH3:13])[CH3:12])[CH:8]=[C:7]([CH:14]([CH3:16])[CH3:15])[C:6]=1Br)([CH3:4])[CH3:3].BrCCBr.[CH3:22][O:23][C:24]1[CH:29]=[CH:28][C:27]([O:30][CH3:31])=[CH:26][C:25]=1F.[Li]CCCC.[I:38]I.